This data is from Peptide-MHC class I binding affinity with 185,985 pairs from IEDB/IMGT. The task is: Regression. Given a peptide amino acid sequence and an MHC pseudo amino acid sequence, predict their binding affinity value. This is MHC class I binding data. The peptide sequence is EKAAWGVAL. The MHC is HLA-A31:01 with pseudo-sequence HLA-A31:01. The binding affinity (normalized) is 0.0847.